This data is from Catalyst prediction with 721,799 reactions and 888 catalyst types from USPTO. The task is: Predict which catalyst facilitates the given reaction. (1) The catalyst class is: 96. Product: [O:1]=[C:2]1[CH2:3][CH2:4][C:5]2([CH2:10][CH2:9][N:8]([C:11]([O:13][CH2:14][C:15]3[CH:16]=[CH:17][CH:18]=[CH:19][CH:20]=3)=[O:12])[CH2:7][CH2:6]2)[CH2:21][CH2:22]1. Reactant: [OH:1][CH:2]1[CH2:22][CH2:21][C:5]2([CH2:10][CH2:9][N:8]([C:11]([O:13][CH2:14][C:15]3[CH:20]=[CH:19][CH:18]=[CH:17][CH:16]=3)=[O:12])[CH2:7][CH2:6]2)[CH2:4][CH2:3]1.CC(OI1(OC(C)=O)(OC(C)=O)OC(=O)C2C=CC=CC1=2)=O. (2) Reactant: [CH3:1][O:2][C:3]1[CH:4]=[C:5]([C:11]2[CH:12]=[C:13]3[NH:19][N:18]=[CH:17][C:14]3=[N:15][CH:16]=2)[CH:6]=[C:7]([O:9][CH3:10])[CH:8]=1.[I:20]N1C(=O)CCC1=O. The catalyst class is: 2. Product: [CH3:10][O:9][C:7]1[CH:6]=[C:5]([C:11]2[CH:12]=[C:13]3[NH:19][N:18]=[C:17]([I:20])[C:14]3=[N:15][CH:16]=2)[CH:4]=[C:3]([O:2][CH3:1])[CH:8]=1. (3) Reactant: [N:1]1[C:10]2[C:5](=[CH:6][C:7]([C:11]([O:13][CH2:14][CH3:15])=[O:12])=[CH:8][CH:9]=2)[CH:4]=[CH:3][CH:2]=1.[Cl:16]C1C=CC=C(C(OO)=O)C=1. Product: [Cl:16][C:2]1[CH:3]=[CH:4][C:5]2[C:10](=[CH:9][CH:8]=[C:7]([C:11]([O:13][CH2:14][CH3:15])=[O:12])[CH:6]=2)[N:1]=1. The catalyst class is: 4.